Dataset: Catalyst prediction with 721,799 reactions and 888 catalyst types from USPTO. Task: Predict which catalyst facilitates the given reaction. Reactant: [BH4-].[Na+].[CH3:3][O:4][C:5]([CH2:7][N:8]1[C:12](/[CH:13]=[C:14]2\[CH2:15][N:16]([C:21]([C:34]3[CH:39]=[CH:38][CH:37]=[CH:36][CH:35]=3)([C:28]3[CH:33]=[CH:32][CH:31]=[CH:30][CH:29]=3)[C:22]3[CH:27]=[CH:26][CH:25]=[CH:24][CH:23]=3)[CH2:17][CH2:18][C:19]\2=[O:20])=[CH:11][N:10]=[N:9]1)=[O:6]. Product: [CH3:3][O:4][C:5]([CH2:7][N:8]1[C:12](/[CH:13]=[C:14]2\[CH2:15][N:16]([C:21]([C:34]3[CH:35]=[CH:36][CH:37]=[CH:38][CH:39]=3)([C:28]3[CH:29]=[CH:30][CH:31]=[CH:32][CH:33]=3)[C:22]3[CH:23]=[CH:24][CH:25]=[CH:26][CH:27]=3)[CH2:17][CH2:18][CH:19]\2[OH:20])=[CH:11][N:10]=[N:9]1)=[O:6]. The catalyst class is: 7.